This data is from Catalyst prediction with 721,799 reactions and 888 catalyst types from USPTO. The task is: Predict which catalyst facilitates the given reaction. (1) Reactant: C([C:4]1[CH:5]=[CH:6][C:7]([O:12][CH2:13][CH2:14][CH3:15])=[C:8]([CH:11]=1)[C:9]#[N:10])(=O)C.S(OOS([O-])(=O)=O)([O-])(=O)=[O:17].[NH4+].[NH4+].S(=O)(=O)(O)O. Product: [OH:17][C:4]1[CH:5]=[CH:6][C:7]([O:12][CH2:13][CH2:14][CH3:15])=[C:8]([CH:11]=1)[C:9]#[N:10]. The catalyst class is: 15. (2) Reactant: [Cl:1][C:2]1[N:10]=[C:9]2[C:5]([N:6]([CH2:11][C@H:12]3[CH2:17][CH2:16][C@H:15]([CH2:18]I)[CH2:14][CH2:13]3)[CH:7]=[N:8]2)=[C:4]([NH:20][C@@H:21]([CH:23]2[CH2:26][CH2:25][CH2:24]2)[CH3:22])[N:3]=1.CC(C)([O-])C.[K+]. Product: [Cl:1][C:2]1[N:10]=[C:9]2[C:5]([N:6]([CH2:11][CH:12]3[CH2:13][CH2:14][C:15](=[CH2:18])[CH2:16][CH2:17]3)[CH:7]=[N:8]2)=[C:4]([NH:20][C@@H:21]([CH:23]2[CH2:24][CH2:25][CH2:26]2)[CH3:22])[N:3]=1. The catalyst class is: 216. (3) Reactant: [CH3:1][O-:2].[Na+].[Cl:4][C:5]1[N:10]=[C:9](Cl)[C:8]([F:12])=[C:7]([CH3:13])[N:6]=1.CO.O. Product: [Cl:4][C:5]1[N:10]=[C:9]([O:2][CH3:1])[C:8]([F:12])=[C:7]([CH3:13])[N:6]=1. The catalyst class is: 4. (4) Reactant: [F:1][C:2]([F:13])([F:12])[C:3]1[CH:4]=[C:5]([CH2:9][CH2:10][NH2:11])[CH:6]=[CH:7][CH:8]=1.[F:14][C:15]([F:26])([F:25])[C:16](O[C:16](=[O:17])[C:15]([F:26])([F:25])[F:14])=[O:17].O.C(=O)([O-])O.[Na+]. Product: [F:14][C:15]([F:26])([F:25])[C:16]([NH:11][CH2:10][CH2:9][C:5]1[CH:6]=[CH:7][CH:8]=[C:3]([C:2]([F:12])([F:13])[F:1])[CH:4]=1)=[O:17]. The catalyst class is: 4. (5) Reactant: [CH3:1][CH:2]1[C:7](=O)[CH2:6][CH2:5][CH2:4][C:3]1=[O:9].[NH2:10][C:11]1[CH:20]=[CH:19][C:14]([C:15]([O:17][CH3:18])=[O:16])=[CH:13][C:12]=1[Cl:21]. Product: [Cl:21][C:12]1[CH:13]=[C:14]([CH:19]=[CH:20][C:11]=1[NH:10][C:7]1[CH2:6][CH2:5][CH2:4][C:3](=[O:9])[C:2]=1[CH3:1])[C:15]([O:17][CH3:18])=[O:16]. The catalyst class is: 91. (6) Reactant: C[O:2][C:3]([C@H:5]1[CH2:10][N:9]([C:11](=[O:24])[C@@H:12]([NH:16][C:17]([O:19][C:20]([CH3:23])([CH3:22])[CH3:21])=[O:18])[CH:13]([CH3:15])[CH3:14])[CH2:8][CH2:7][N:6]1[C:25](=[O:33])[C:26]1[CH:31]=[CH:30][C:29]([Cl:32])=[CH:28][CH:27]=1)=[O:4].[Li+].[OH-].O.Cl. Product: [C:20]([O:19][C:17]([NH:16][C@@H:12]([CH:13]([CH3:15])[CH3:14])[C:11]([N:9]1[CH2:8][CH2:7][N:6]([C:25](=[O:33])[C:26]2[CH:27]=[CH:28][C:29]([Cl:32])=[CH:30][CH:31]=2)[C@@H:5]([C:3]([OH:4])=[O:2])[CH2:10]1)=[O:24])=[O:18])([CH3:23])([CH3:22])[CH3:21]. The catalyst class is: 87. (7) Product: [Br:22][C:12]1[CH:13]=[CH:14][C:5]([O:4][CH:1]([CH3:3])[CH3:2])=[C:6]2[C:11]=1[N:10]=[CH:9][CH:8]=[CH:7]2. The catalyst class is: 10. Reactant: [CH:1]([O:4][C:5]1[CH:14]=[CH:13][CH:12]=[C:11]2[C:6]=1[CH:7]=[CH:8][CH:9]=[N:10]2)([CH3:3])[CH3:2].C1C(=O)N([Br:22])C(=O)C1.